Dataset: Forward reaction prediction with 1.9M reactions from USPTO patents (1976-2016). Task: Predict the product of the given reaction. (1) Given the reactants S(C)C.[CH3:4][O:5][C:6](=[O:34])[C:7]1[CH:12]=[CH:11][C:10]([NH:13][C:14]2[N:15]=[CH:16][C:17]3[N:23]([CH3:24])[C:22](=O)[CH2:21][CH2:20][N:19]([CH:26]4[CH2:30][CH2:29][CH2:28][CH2:27]4)[C:18]=3[N:31]=2)=[C:9]([O:32][CH3:33])[CH:8]=1.Cl, predict the reaction product. The product is: [CH3:4][O:5][C:6](=[O:34])[C:7]1[CH:12]=[CH:11][C:10]([NH:13][C:14]2[N:15]=[CH:16][C:17]3[N:23]([CH3:24])[CH2:22][CH2:21][CH2:20][N:19]([CH:26]4[CH2:27][CH2:28][CH2:29][CH2:30]4)[C:18]=3[N:31]=2)=[C:9]([O:32][CH3:33])[CH:8]=1. (2) Given the reactants [CH:1]1([N:4]2[C:13]3[C:8](=[CH:9][CH:10]=[CH:11][CH:12]=3)[NH:7][CH2:6][CH2:5]2)[CH2:3][CH2:2]1.C(N(C(C)C)C(C)C)C.Cl[CH2:24][C:25]([NH2:27])=[O:26], predict the reaction product. The product is: [CH:1]1([N:4]2[C:13]3[C:8](=[CH:9][CH:10]=[CH:11][CH:12]=3)[N:7]([CH2:24][C:25]([NH2:27])=[O:26])[CH2:6][CH2:5]2)[CH2:3][CH2:2]1. (3) Given the reactants [CH2:1]([O:8][C:9]1[CH:10]=[CH:11][CH:12]=[C:13]2[C:17]=1[NH:16][CH:15]=[CH:14]2)[C:2]1[CH:7]=[CH:6][CH:5]=[CH:4][CH:3]=1.[H-].[Na+].[CH3:20][C:21]1[CH:28]=[CH:27][C:24]([CH2:25]Cl)=[CH:23][CH:22]=1.O, predict the reaction product. The product is: [CH2:1]([O:8][C:9]1[CH:10]=[CH:11][CH:12]=[C:13]2[C:17]=1[N:16]([CH2:20][C:21]1[CH:28]=[CH:27][C:24]([CH3:25])=[CH:23][CH:22]=1)[CH:15]=[CH:14]2)[C:2]1[CH:7]=[CH:6][CH:5]=[CH:4][CH:3]=1. (4) Given the reactants [N+:1]([C:4]1[CH:5]=[N:6][CH:7]=[CH:8][C:9]=1[O:10][C@H:11]1[CH2:16][CH2:15][CH2:14][N:13]([C:17]([O:19][C:20]([CH3:23])([CH3:22])[CH3:21])=[O:18])[CH2:12]1)([O-])=O.CCO, predict the reaction product. The product is: [NH2:1][C:4]1[CH:5]=[N:6][CH:7]=[CH:8][C:9]=1[O:10][C@H:11]1[CH2:16][CH2:15][CH2:14][N:13]([C:17]([O:19][C:20]([CH3:23])([CH3:22])[CH3:21])=[O:18])[CH2:12]1. (5) Given the reactants [F:1][C:2]1[CH:11]=[CH:10][C:5]2[N:6]=[C:7](S)[S:8][C:4]=2[CH:3]=1.S(Cl)([Cl:15])(=O)=O, predict the reaction product. The product is: [Cl:15][C:7]1[S:8][C:4]2[CH:3]=[C:2]([F:1])[CH:11]=[CH:10][C:5]=2[N:6]=1. (6) Given the reactants [C:1]([N:4]1[C:13]2[C:8](=[CH:9][C:10]([C:14]([O:16][CH2:17][CH3:18])=[O:15])=[CH:11][CH:12]=2)[CH:7]([NH:19]C(OCC2C=CC=CC=2)=O)[CH:6]([CH3:30])[CH:5]1[CH3:31])(=[O:3])[CH3:2], predict the reaction product. The product is: [C:1]([N:4]1[C:13]2[C:8](=[CH:9][C:10]([C:14]([O:16][CH2:17][CH3:18])=[O:15])=[CH:11][CH:12]=2)[CH:7]([NH2:19])[CH:6]([CH3:30])[CH:5]1[CH3:31])(=[O:3])[CH3:2]. (7) The product is: [C:1]([O:5][C:6](=[O:25])[NH:7][C:8]1[CH:13]=[C:12]([O:14][CH2:15][C:16]([F:18])([F:17])[F:19])[C:11]([C:20]([F:22])([F:23])[F:21])=[CH:10][C:9]=1[NH:24][C:31](=[O:30])[CH2:32][C:33]([C:35]1[CH:40]=[CH:39][CH:38]=[C:37]([C:41]2[CH:46]=[CH:45][N:44]=[C:43]([CH:47]3[CH2:48][CH2:49][CH2:50][CH2:51]3)[CH:42]=2)[CH:36]=1)=[O:34])([CH3:4])([CH3:2])[CH3:3]. Given the reactants [C:1]([O:5][C:6](=[O:25])[NH:7][C:8]1[CH:13]=[C:12]([O:14][CH2:15][C:16]([F:19])([F:18])[F:17])[C:11]([C:20]([F:23])([F:22])[F:21])=[CH:10][C:9]=1[NH2:24])([CH3:4])([CH3:3])[CH3:2].C([O:30][C:31](=O)[CH2:32][C:33]([C:35]1[CH:40]=[CH:39][CH:38]=[C:37]([C:41]2[CH:46]=[CH:45][N:44]=[C:43]([CH:47]3[CH2:51][CH2:50][CH2:49][CH2:48]3)[CH:42]=2)[CH:36]=1)=[O:34])(C)(C)C, predict the reaction product. (8) The product is: [Br:9][C:10]1[CH:15]=[C:14]([CH2:16][N:2]2[CH2:3][CH2:4][CH2:5][CH2:6][S:1]2(=[O:8])=[O:7])[CH:13]=[N:12][CH:11]=1. Given the reactants [S:1]1(=[O:8])(=[O:7])[CH2:6][CH2:5][CH2:4][CH2:3][NH:2]1.[Br:9][C:10]1[CH:11]=[N:12][CH:13]=[C:14]([CH2:16]Cl)[CH:15]=1, predict the reaction product.